The task is: Predict the reactants needed to synthesize the given product.. This data is from Retrosynthesis with 50K atom-mapped reactions and 10 reaction types from USPTO. (1) Given the product O=C(Nc1nc2ccc(OCc3c(Cl)cccc3Cl)cc2s1)C1CC1, predict the reactants needed to synthesize it. The reactants are: Nc1nc2ccc(OCc3c(Cl)cccc3Cl)cc2s1.O=C(O)C1CC1. (2) Given the product O=[N+]([O-])c1ccccc1OCCCN1CCC(OC(c2cccs2)c2cccs2)CC1, predict the reactants needed to synthesize it. The reactants are: ClC(c1cccs1)c1cccs1.O=[N+]([O-])c1ccccc1OCCCN1CCC(O)CC1. (3) Given the product CN(CC(O)COc1ccccc1C(=O)NCc1ccc(C2(C(F)(F)F)N=N2)cc1)C1C2CC3CC(C2)CC1C3, predict the reactants needed to synthesize it. The reactants are: CN(CC(O)COc1ccccc1C(=O)O)C1C2CC3CC(C2)CC1C3.NCc1ccc(C2(C(F)(F)F)N=N2)cc1. (4) The reactants are: Cn1nc(-c2cccs2)cc1N.O=C(Cl)c1ccc(C(F)(F)F)cc1. Given the product Cn1nc(-c2cccs2)cc1NC(=O)c1ccc(C(F)(F)F)cc1, predict the reactants needed to synthesize it. (5) Given the product CC(=O)O[C@H]1C[C@@H]2CC[C@@H]3[C@H](CC[C@@]4(C)[C@H]3C[C@H](N3CCCC3)[C@@H]4O)[C@@]2(C)C[C@@H]1N1CCOCC1, predict the reactants needed to synthesize it. The reactants are: CC(=O)O[C@H]1C[C@@H]2CC[C@@H]3[C@H](CC[C@@]4(C)[C@H]3C[C@H](N3CCCC3)[C@@H]4OC(C)=O)[C@@]2(C)C[C@@H]1N1CCOCC1. (6) Given the product Cc1nc2c(cc1C(=O)O)CCCCC2, predict the reactants needed to synthesize it. The reactants are: CCOC(=O)c1cc2c(nc1C)CCCCC2. (7) Given the product O=c1[nH]c(C2CCNC(CO)C2)cc2ccccc12, predict the reactants needed to synthesize it. The reactants are: CC(C)(C)OC(=O)N1CCC(c2cc3ccccc3c(=O)[nH]2)CC1CO. (8) Given the product O=C(Nc1ccc(S(=O)(=O)O)c2cccc(S(=O)(=O)O)c12)c1cccc([N+](=O)[O-])c1, predict the reactants needed to synthesize it. The reactants are: Nc1ccc(S(=O)(=O)O)c2cccc(S(=O)(=O)O)c12.O=C(Cl)c1cccc([N+](=O)[O-])c1. (9) Given the product N#Cc1nc(N2CCCCC2)c2c(n1)N(CCN1C(=O)c3ccccc3C1=O)CCN2, predict the reactants needed to synthesize it. The reactants are: N#Cc1nc(N2CCCCC2)c2c(n1)N(CCO)CCN2.O=C1NC(=O)c2ccccc21.